This data is from Catalyst prediction with 721,799 reactions and 888 catalyst types from USPTO. The task is: Predict which catalyst facilitates the given reaction. (1) Reactant: Br[CH:2]([C:19]1[CH:24]=[CH:23][CH:22]=[CH:21][CH:20]=1)[C:3]([C:5]1[CH:10]=[CH:9][C:8]([C:11]23[CH2:17][CH:15]([CH2:16]2)[O:14][C:13](=[O:18])[NH:12]3)=[CH:7][CH:6]=1)=O.[CH3:25][O:26][C:27]1[CH:32]=[CH:31][N:30]=[C:29]([NH2:33])[N:28]=1.C(N(CC)CC)C. Product: [CH3:25][O:26][C:27]1[CH:32]=[CH:31][N:30]2[C:2]([C:19]3[CH:24]=[CH:23][CH:22]=[CH:21][CH:20]=3)=[C:3]([C:5]3[CH:10]=[CH:9][C:8]([C:11]45[CH2:17][CH:15]([CH2:16]4)[O:14][C:13](=[O:18])[NH:12]5)=[CH:7][CH:6]=3)[N:33]=[C:29]2[N:28]=1. The catalyst class is: 8. (2) Reactant: [NH2:1][C:2]1([C:6]2[S:7][C:8]([C:11]3[CH:12]=[C:13]([NH:18][C:19]4[N:24]=[C:23]([C:25]([F:28])([F:27])[F:26])[CH:22]=[CH:21][N:20]=4)[CH:14]=[C:15]([CH3:17])[CH:16]=3)=[CH:9][N:10]=2)[CH2:5][CH2:4][CH2:3]1.C(O)(=O)C.[O-:33][C:34]#[N:35].[K+]. Product: [CH3:17][C:15]1[CH:16]=[C:11]([C:8]2[S:7][C:6]([C:2]3([NH:1][C:34]([NH2:35])=[O:33])[CH2:3][CH2:4][CH2:5]3)=[N:10][CH:9]=2)[CH:12]=[C:13]([NH:18][C:19]2[N:24]=[C:23]([C:25]([F:27])([F:28])[F:26])[CH:22]=[CH:21][N:20]=2)[CH:14]=1. The catalyst class is: 20. (3) Reactant: [CH3:1][O:2][C:3]([C:5]1[C:13]([NH:14][C:15]2[CH:20]=[CH:19][C:18]([Br:21])=[CH:17][CH:16]=2)=[C:12]([F:22])[C:8]2[N:9]=[CH:10][NH:11][C:7]=2[CH:6]=1)=[O:4].[Cl:23]N1C(=O)CCC1=O. Product: [CH3:1][O:2][C:3]([C:5]1[C:13]([NH:14][C:15]2[CH:20]=[CH:19][C:18]([Br:21])=[CH:17][C:16]=2[Cl:23])=[C:12]([F:22])[C:8]2[N:9]=[CH:10][NH:11][C:7]=2[CH:6]=1)=[O:4]. The catalyst class is: 9. (4) Reactant: [Br:1][C:2]1[CH:7]=[CH:6][C:5]([C:8]([F:11])([F:10])[F:9])=[CH:4][C:3]=1[CH:12]([OH:14])[CH3:13].I(C1C=CC=CC=1C(O)=O)(=O)=O. Product: [Br:1][C:2]1[CH:7]=[CH:6][C:5]([C:8]([F:10])([F:11])[F:9])=[CH:4][C:3]=1[C:12](=[O:14])[CH3:13]. The catalyst class is: 58. (5) Reactant: [C:1]([C:3]1[CH:4]=[CH:5][C:6]([CH:12]2[C:17]3[C:18](=[O:21])[CH2:19][CH2:20][C:16]=3[N:15]([C:22]3[CH:27]=[CH:26][CH:25]=[C:24]([C:28]([F:31])([F:30])[F:29])[CH:23]=3)[C:14](=[O:32])[N:13]2[CH3:33])=[C:7]([CH:11]=1)[C:8](O)=[O:9])#[N:2].C(N1C=CN=C1)(N1C=CN=C1)=O.[BH4-].[Na+].Cl. Product: [OH:9][CH2:8][C:7]1[CH:11]=[C:3]([CH:4]=[CH:5][C:6]=1[CH:12]1[C:17]2[C:18](=[O:21])[CH2:19][CH2:20][C:16]=2[N:15]([C:22]2[CH:27]=[CH:26][CH:25]=[C:24]([C:28]([F:31])([F:29])[F:30])[CH:23]=2)[C:14](=[O:32])[N:13]1[CH3:33])[C:1]#[N:2]. The catalyst class is: 30. (6) Reactant: [F:1][C:2]1[CH:7]=[CH:6][C:5]([CH2:8][CH2:9][C:10]2[N:14]([CH3:15])[N:13]=[C:12]([C:16]3[CH:17]=[C:18]([CH:22]([NH2:24])[CH3:23])[CH:19]=[CH:20][CH:21]=3)[CH:11]=2)=[CH:4][CH:3]=1.[F:25][C:26]([F:34])([F:33])[CH2:27][NH:28][S:29](Cl)(=[O:31])=[O:30].CCN(CC)CC. Product: [F:1][C:2]1[CH:3]=[CH:4][C:5]([CH2:8][CH2:9][C:10]2[N:14]([CH3:15])[N:13]=[C:12]([C:16]3[CH:17]=[C:18]([CH:22]([NH:24][S:29]([NH:28][CH2:27][C:26]([F:34])([F:33])[F:25])(=[O:31])=[O:30])[CH3:23])[CH:19]=[CH:20][CH:21]=3)[CH:11]=2)=[CH:6][CH:7]=1. The catalyst class is: 2. (7) Reactant: [C:1]([O:5][CH2:6][CH3:7])(=[O:4])[NH:2][NH2:3].[CH:8](=O)[CH2:9][CH:10]([CH3:12])[CH3:11]. Product: [CH2:6]([O:5][C:1]([N:2]([CH2:8][CH2:9][CH:10]([CH3:12])[CH3:11])[NH2:3])=[O:4])[CH3:7]. The catalyst class is: 8.